This data is from Reaction yield outcomes from USPTO patents with 853,638 reactions. The task is: Predict the reaction yield, written as a fraction of the theoretical maximum amount of product (1.0 means a 100% yield; for example, 0.34 means a 34% yield). (1) The reactants are [OH:1][CH:2]([CH2:11][OH:12])[CH2:3][S:4][CH2:5][C@@H:6]([C:8]([OH:10])=[O:9])[NH2:7].[C:13]1([CH2:26][O:27][C:28](C2CC(=O)N(O)C2=O)=[O:29])[C:25]2[CH2:24][C:23]3[C:18](=[CH:19][CH:20]=[CH:21][CH:22]=3)[C:17]=2[CH:16]=[CH:15][CH:14]=1. The catalyst is C(=O)([O-])[O-].[Na+].[Na+].C(#N)C.O. The product is [C:13]1([CH2:26][O:27][C:28]([NH:7][C@H:6]([C:8]([OH:10])=[O:9])[CH2:5][S:4][CH2:3][CH:2]([OH:1])[CH2:11][OH:12])=[O:29])[C:25]2[CH2:24][C:23]3[C:18](=[CH:19][CH:20]=[CH:21][CH:22]=3)[C:17]=2[CH:16]=[CH:15][CH:14]=1. The yield is 0.638. (2) The product is [Br:1][C:2]1[CH:7]=[C:6]([CH3:8])[CH:5]=[CH:4][C:3]=1[C:17]([OH:20])([CH2:18][F:19])[CH2:16][F:15]. The catalyst is C1COCC1. The yield is 0.550. The reactants are [Br:1][C:2]1[CH:7]=[C:6]([CH3:8])[CH:5]=[CH:4][C:3]=1I.C([Mg]Cl)(C)C.[F:15][CH2:16][C:17](=[O:20])[CH2:18][F:19].CC(=O)OCC. (3) The reactants are [CH3:1][S:2]([NH:5][NH2:6])(=[O:4])=[O:3].CCN(C(C)C)C(C)C.C[O:17][C:18](=O)[C:19]1[CH:24]=[C:23]([C:25]2[N:26]([CH3:30])[N:27]=[CH:28][CH:29]=2)[C:22]([CH:31]([CH3:33])[CH3:32])=[CH:21][C:20]=1[NH:34][C:35](OC1C=CC(Cl)=CC=1)=[O:36]. The catalyst is O1CCOCC1. The product is [CH:31]([C:22]1[CH:21]=[C:20]2[C:19]([C:18](=[O:17])[N:6]([NH:5][S:2]([CH3:1])(=[O:4])=[O:3])[C:35](=[O:36])[NH:34]2)=[CH:24][C:23]=1[C:25]1[N:26]([CH3:30])[N:27]=[CH:28][CH:29]=1)([CH3:33])[CH3:32]. The yield is 0.480. (4) The reactants are I[CH2:2][C:3]1([C:8]([O:10][CH3:11])=[O:9])[CH2:7][CH2:6][CH2:5][CH2:4]1.[NH:12]1[CH2:17][CH2:16][CH:15]([CH2:18][NH:19][C:20](=[O:26])[O:21][C:22]([CH3:25])([CH3:24])[CH3:23])[CH2:14][CH2:13]1.CCN(C(C)C)C(C)C. The catalyst is CN1CCCC1=O.C([O-])(O)=O.[Na+]. The product is [C:22]([O:21][C:20]([NH:19][CH2:18][CH:15]1[CH2:14][CH2:13][N:12]([CH2:2][C:3]2([C:8]([O:10][CH3:11])=[O:9])[CH2:7][CH2:6][CH2:5][CH2:4]2)[CH2:17][CH2:16]1)=[O:26])([CH3:25])([CH3:23])[CH3:24]. The yield is 0.670. (5) The reactants are [NH2:1][CH2:2][CH2:3][CH2:4][OH:5].[CH:6]1[C:15]2[C:10](=[CH:11][CH:12]=[CH:13][CH:14]=2)[CH:9]=[CH:8][C:7]=1[CH:16]=O.C([BH3-])#N.[Na+].[C:22](O[C:22]([O:24][C:25]([CH3:28])([CH3:27])[CH3:26])=[O:23])([O:24][C:25]([CH3:28])([CH3:27])[CH3:26])=[O:23]. The catalyst is CO.C1COCC1. The product is [C:25]([O:24][C:22]([N:1]([CH2:2][CH2:3][CH2:4][OH:5])[CH2:16][C:7]1[CH:8]=[CH:9][C:10]2[C:15](=[CH:14][CH:13]=[CH:12][CH:11]=2)[CH:6]=1)=[O:23])([CH3:28])([CH3:27])[CH3:26]. The yield is 0.600.